The task is: Predict the reactants needed to synthesize the given product.. This data is from Full USPTO retrosynthesis dataset with 1.9M reactions from patents (1976-2016). (1) Given the product [C:11]([C:7]1[C:5]2[N:6]=[C:2]([N:41]3[CH2:42][CH2:43][CH2:44][C@H:39]([C:30]4[C:31]([N:33]([CH3:38])[S:34]([CH3:37])(=[O:35])=[O:36])=[CH:32][C:22]5[O:21][C:20]([C:17]6[CH:16]=[CH:15][C:14]([F:13])=[CH:19][CH:18]=6)=[C:24]([C:25]([NH:27][CH3:28])=[O:26])[C:23]=5[CH:29]=4)[CH2:40]3)[O:3][C:4]=2[CH:10]=[CH:9][CH:8]=1)#[N:12], predict the reactants needed to synthesize it. The reactants are: Cl[C:2]1[O:3][C:4]2[C:5](=[C:7]([C:11]#[N:12])[CH:8]=[CH:9][CH:10]=2)[N:6]=1.[F:13][C:14]1[CH:19]=[CH:18][C:17]([C:20]2[O:21][C:22]3[CH:32]=[C:31]([N:33]([CH3:38])[S:34]([CH3:37])(=[O:36])=[O:35])[C:30]([C@H:39]4[CH2:44][CH2:43][CH2:42][NH:41][CH2:40]4)=[CH:29][C:23]=3[C:24]=2[C:25]([NH:27][CH3:28])=[O:26])=[CH:16][CH:15]=1.C([O-])([O-])=O.[K+].[K+]. (2) Given the product [O:16]1[CH2:15][CH:14]([C:17]2[CH:18]=[C:19]([CH:22]=[CH:23][CH:24]=2)[C:20]#[N:21])[O:13][CH2:26]1, predict the reactants needed to synthesize it. The reactants are: O([Si](C)(C)C)S(C(F)(F)F)(=O)=O.[OH:13][CH:14]([C:17]1[CH:18]=[C:19]([CH:22]=[CH:23][CH:24]=1)[C:20]#[N:21])[CH2:15][OH:16].N1C(C)=CC=C[C:26]=1C.C(OCC)(=O)C. (3) Given the product [F:19][CH:18]([F:20])[C:3]1[CH:4]=[C:5]([C:8]([OH:17])([C:13]([F:16])([F:15])[F:14])[C:9]([F:12])([F:11])[F:10])[CH:6]=[CH:7][C:2]=1[C:29]1[S:28][C:27]([C:25]([NH:24][CH2:23][C:22]([OH:21])([CH3:35])[CH3:34])=[O:26])=[N:31][C:30]=1[CH2:32][OH:33], predict the reactants needed to synthesize it. The reactants are: Br[C:2]1[CH:7]=[CH:6][C:5]([C:8]([OH:17])([C:13]([F:16])([F:15])[F:14])[C:9]([F:12])([F:11])[F:10])=[CH:4][C:3]=1[CH:18]([F:20])[F:19].[OH:21][C:22]([CH3:35])([CH3:34])[CH2:23][NH:24][C:25]([C:27]1[S:28][CH:29]=[C:30]([CH2:32][OH:33])[N:31]=1)=[O:26].C([O-])([O-])=O.[K+].[K+].C1(P(C2CCCCC2)C2CCCCC2)CCCCC1.[H+].[B-](F)(F)(F)F.C(O)(C(C)(C)C)=O. (4) Given the product [C:1]([O:4][CH2:5][C:6]1[C:7]([N:13]2[CH2:26][CH2:25][N:16]3[C:17]4[CH2:18][CH2:19][CH2:20][CH2:21][C:22]=4[C:23]([F:24])=[C:15]3[C:14]2=[O:27])=[N:8][CH:9]=[CH:10][C:11]=1[B:28]([OH:32])[OH:29])(=[O:3])[CH3:2], predict the reactants needed to synthesize it. The reactants are: [C:1]([O:4][CH2:5][C:6]1[C:7]([N:13]2[CH2:26][CH2:25][N:16]3[C:17]4[CH2:18][CH2:19][CH2:20][CH2:21][C:22]=4[C:23]([F:24])=[C:15]3[C:14]2=[O:27])=[N:8][CH:9]=[CH:10][C:11]=1Cl)(=[O:3])[CH3:2].[B:28]1(B2OC(C)(C)C(C)(C)O2)[O:32]C(C)(C)C(C)(C)[O:29]1.CC(C1C=C(C(C)C)C(C2C=CC=CC=2P(C2CCCCC2)C2CCCCC2)=C(C(C)C)C=1)C.C([O-])(=O)C.[K+]. (5) Given the product [CH2:1]([O:3][C:4]([C:6]1[CH2:11][C@H:10]([N:32]=[N+:33]=[N-:34])[C@@H:9]([NH:17][P:18]([O:23][CH2:24][CH3:25])([O:20][CH2:21][CH3:22])=[O:19])[C@H:8]([O:26][CH:27]([CH2:30][CH3:31])[CH2:28][CH3:29])[CH:7]=1)=[O:5])[CH3:2], predict the reactants needed to synthesize it. The reactants are: [CH2:1]([O:3][C:4]([C:6]1[CH2:11][C@@H:10](OS(C)(=O)=O)[C@@H:9]([NH:17][P:18]([O:23][CH2:24][CH3:25])([O:20][CH2:21][CH3:22])=[O:19])[C@H:8]([O:26][CH:27]([CH2:30][CH3:31])[CH2:28][CH3:29])[CH:7]=1)=[O:5])[CH3:2].[N-:32]=[N+:33]=[N-:34].[Na+]. (6) Given the product [C:1]([C:5]1[CH:14]=[C:13]2[C:8]([C:9]([N:16]3[CH2:20][CH2:19][CH2:18][CH2:17]3)=[N:10][C:11]([NH:24][C:23]3[CH:25]=[CH:26][C:27]([F:29])=[CH:28][C:22]=3[F:21])=[N:12]2)=[CH:7][CH:6]=1)([CH3:4])([CH3:3])[CH3:2], predict the reactants needed to synthesize it. The reactants are: [C:1]([C:5]1[CH:14]=[C:13]2[C:8]([C:9]([N:16]3[CH2:20][CH2:19][CH2:18][CH2:17]3)=[N:10][C:11](Cl)=[N:12]2)=[CH:7][CH:6]=1)([CH3:4])([CH3:3])[CH3:2].[F:21][C:22]1[CH:28]=[C:27]([F:29])[CH:26]=[CH:25][C:23]=1[NH2:24]. (7) Given the product [CH3:34][O:33][C:31]([CH:27]1[CH2:28][CH2:29][CH2:30][CH:25]([NH:24][C:22]([C:13]2[CH:14]=[C:15]([CH:20]=[CH:21][C:12]=2[O:11][CH2:10][CH2:9][CH2:8][C:5]2[CH:6]=[CH:7][C:2]([O:1][CH2:36][C:37]3[CH:42]=[CH:41][C:40]([O:43][C:44]([F:45])([F:46])[F:47])=[CH:39][CH:38]=3)=[CH:3][CH:4]=2)[C:16]([O:18][CH3:19])=[O:17])=[O:23])[CH2:26]1)=[O:32], predict the reactants needed to synthesize it. The reactants are: [OH:1][C:2]1[CH:7]=[CH:6][C:5]([CH2:8][CH2:9][CH2:10][O:11][C:12]2[CH:21]=[CH:20][C:15]([C:16]([O:18][CH3:19])=[O:17])=[CH:14][C:13]=2[C:22]([NH:24][CH:25]2[CH2:30][CH2:29][CH2:28][CH:27]([C:31]([O:33][CH3:34])=[O:32])[CH2:26]2)=[O:23])=[CH:4][CH:3]=1.Cl[CH2:36][C:37]1[CH:42]=[CH:41][C:40]([O:43][C:44]([F:47])([F:46])[F:45])=[CH:39][CH:38]=1. (8) Given the product [CH2:9]([C:16]1[S:20][C:19]([C:21]2[CH:26]=[C:25]([F:27])[CH:24]=[CH:23][C:22]=2[F:28])=[N:18][C:17]=1[C@H:29]([N:34]([CH2:35][C@H:36]1[C@@H:40]([F:41])[CH2:39][N:38]([C:42]([O:44][CH2:45][C:46]2[CH:47]=[CH:48][CH:49]=[CH:50][CH:51]=2)=[O:43])[CH2:37]1)[C:6]([C@@H:2]1[CH2:3][CH2:4][CH2:5][O:1]1)=[O:8])[C:30]([CH3:33])([CH3:32])[CH3:31])[C:10]1[CH:15]=[CH:14][CH:13]=[CH:12][CH:11]=1, predict the reactants needed to synthesize it. The reactants are: [O:1]1[CH2:5][CH2:4][CH2:3][C@H:2]1[C:6]([OH:8])=O.[CH2:9]([C:16]1[S:20][C:19]([C:21]2[CH:26]=[C:25]([F:27])[CH:24]=[CH:23][C:22]=2[F:28])=[N:18][C:17]=1[C@H:29]([NH:34][CH2:35][C@H:36]1[C@@H:40]([F:41])[CH2:39][N:38]([C:42]([O:44][CH2:45][C:46]2[CH:51]=[CH:50][CH:49]=[CH:48][CH:47]=2)=[O:43])[CH2:37]1)[C:30]([CH3:33])([CH3:32])[CH3:31])[C:10]1[CH:15]=[CH:14][CH:13]=[CH:12][CH:11]=1.C(N(CC)C(C)C)(C)C. (9) Given the product [CH:32]([O:31][C:29]([N:25]1[CH2:24][CH2:23][CH:22]([O:21][C:20]2[N:19]=[CH:18][N:17]=[C:16]3[N:12]([C:3]4[CH:4]=[CH:5][C:6]([S:8]([CH3:11])(=[O:9])=[O:10])=[CH:7][C:2]=4[F:1])[N:13]=[CH:14][C:15]=23)[CH2:27][CH2:26]1)=[O:30])([CH3:34])[CH3:33], predict the reactants needed to synthesize it. The reactants are: [F:1][C:2]1[CH:7]=[C:6]([S:8]([CH3:11])(=[O:10])=[O:9])[CH:5]=[CH:4][C:3]=1[N:12]1[C:16]2=[N:17][CH:18]=[N:19][C:20]([O:21][CH:22]3[CH2:27][CH2:26][NH:25][CH2:24][CH2:23]3)=[C:15]2[CH:14]=[N:13]1.Cl[C:29]([O:31][CH:32]([CH3:34])[CH3:33])=[O:30]. (10) Given the product [Br:13][C:14]1[CH:15]=[C:16]([Br:21])[CH:17]=[C:18]([F:20])[C:19]=1[C:22]([OH:24])=[O:23], predict the reactants needed to synthesize it. The reactants are: [Li]CCCC.C(NC(C)C)(C)C.[Br:13][C:14]1[CH:19]=[C:18]([F:20])[CH:17]=[C:16]([Br:21])[CH:15]=1.[C:22](=[O:24])=[O:23].